From a dataset of Peptide-MHC class I binding affinity with 185,985 pairs from IEDB/IMGT. Regression. Given a peptide amino acid sequence and an MHC pseudo amino acid sequence, predict their binding affinity value. This is MHC class I binding data. (1) The peptide sequence is FHGIFYSIF. The MHC is HLA-A68:02 with pseudo-sequence HLA-A68:02. The binding affinity (normalized) is 0.0847. (2) The peptide sequence is EYSGGLHGV. The MHC is HLA-A02:16 with pseudo-sequence HLA-A02:16. The binding affinity (normalized) is 0.299. (3) The peptide sequence is GSWATSSFR. The MHC is HLA-A33:01 with pseudo-sequence HLA-A33:01. The binding affinity (normalized) is 0.499. (4) The peptide sequence is KLDFIRNTK. The MHC is HLA-B57:01 with pseudo-sequence HLA-B57:01. The binding affinity (normalized) is 0.0847. (5) The peptide sequence is SEKTHIHIF. The MHC is HLA-B07:02 with pseudo-sequence HLA-B07:02. The binding affinity (normalized) is 0.0847.